The task is: Predict the reactants needed to synthesize the given product.. This data is from Full USPTO retrosynthesis dataset with 1.9M reactions from patents (1976-2016). (1) Given the product [Br:1][C:2]1[CH:3]=[C:4]2[C:9](=[CH:10][CH:11]=1)[N:8]=[C:7]([NH:12][C:13]1[CH:18]=[C:17]([O:19][C@H:20]3[CH2:24][CH2:23][N:22]([CH3:34])[CH2:21]3)[CH:16]=[C:15]([C:25]3[CH:26]=[N:27][N:28]([CH3:30])[CH:29]=3)[CH:14]=1)[N:6]=[CH:5]2, predict the reactants needed to synthesize it. The reactants are: [Br:1][C:2]1[CH:3]=[C:4]2[C:9](=[CH:10][CH:11]=1)[N:8]=[C:7]([NH:12][C:13]1[CH:18]=[C:17]([O:19][C@H:20]3[CH2:24][CH2:23][NH:22][CH2:21]3)[CH:16]=[C:15]([C:25]3[CH:26]=[N:27][N:28]([CH3:30])[CH:29]=3)[CH:14]=1)[N:6]=[CH:5]2.C=O.O.[C:34](O)(=O)C.C(O[BH-](OC(=O)C)OC(=O)C)(=O)C.[Na+]. (2) The reactants are: C[O:2][C:3](=O)[C:4]([C:6]1[C:16]2=[C:17]3[C:12](=[CH:13][CH:14]=[CH:15]2)[CH2:11][CH2:10][CH2:9][N:8]3[CH:7]=1)=[O:5].[OH-].[NH4+:20]. Given the product [C:6]1([C:4](=[O:5])[C:3]([NH2:20])=[O:2])[C:16]2=[C:17]3[C:12](=[CH:13][CH:14]=[CH:15]2)[CH2:11][CH2:10][CH2:9][N:8]3[CH:7]=1, predict the reactants needed to synthesize it. (3) Given the product [F:24][C:25]1[CH:30]=[CH:29][CH:28]=[CH:27][C:26]=1[C:31]1([OH:37])[C:14]2[C:13](=[CH:18][CH:17]=[C:16]([C:19]([F:20])([F:21])[F:22])[CH:15]=2)[NH:12][C:11]1=[O:23], predict the reactants needed to synthesize it. The reactants are: C([Li])(CC)C.C(O[C:11](=[O:23])[NH:12][C:13]1[CH:18]=[CH:17][C:16]([C:19]([F:22])([F:21])[F:20])=[CH:15][CH:14]=1)(C)(C)C.[F:24][C:25]1[CH:30]=[CH:29][CH:28]=[CH:27][C:26]=1[C:31](=[O:37])C(OCC)=O.[Cl-].[NH4+]. (4) The reactants are: COC(=O)CC1CC2C(=CC(OCCNC(OC(C)(C)C)=O)=CC=2)NC1=O.[CH3:28][O:29][C:30](=[O:63])[CH2:31][CH:32]1[CH2:41][C:40]2[C:35](=[CH:36][C:37]([O:42][CH2:43][CH2:44][CH2:45][CH2:46][NH:47]C(OC(C)(C)C)=O)=[CH:38][CH:39]=2)[N:34]([CH2:55][C:56]2[CH:61]=[CH:60][CH:59]=[CH:58][CH:57]=2)[C:33]1=[O:62]. Given the product [CH3:28][O:29][C:30](=[O:63])[CH2:31][CH:32]1[CH2:41][C:40]2[C:35](=[CH:36][C:37]([O:42][CH2:43][CH2:44][CH2:45][CH2:46][NH2:47])=[CH:38][CH:39]=2)[N:34]([CH2:55][C:56]2[CH:57]=[CH:58][CH:59]=[CH:60][CH:61]=2)[C:33]1=[O:62], predict the reactants needed to synthesize it. (5) Given the product [Br:1][C:2]1[CH:3]=[CH:4][C:5]([Cl:25])=[C:6]([CH:24]=1)[C:7]([NH:9][C:10]1[N:14]([C:15]2[CH:16]=[CH:17][CH:18]=[CH:19][CH:20]=2)[N:13]=[C:12]([C:21]([NH:29][CH:26]2[CH2:28][CH2:27]2)=[O:23])[CH:11]=1)=[O:8], predict the reactants needed to synthesize it. The reactants are: [Br:1][C:2]1[CH:3]=[CH:4][C:5]([Cl:25])=[C:6]([CH:24]=1)[C:7]([NH:9][C:10]1[N:14]([C:15]2[CH:20]=[CH:19][CH:18]=[CH:17][CH:16]=2)[N:13]=[C:12]([C:21]([OH:23])=O)[CH:11]=1)=[O:8].[CH:26]1([NH2:29])[CH2:28][CH2:27]1.N1C=CC=CC=1.CCCP(O)(O)=O.C(=O)([O-])[O-].[K+].[K+]. (6) Given the product [CH3:8][C:5]1[CH:6]=[CH:7][C:2]([B:20]2[O:21][C:22]([CH3:24])([CH3:23])[C:18]([CH3:34])([CH3:17])[O:19]2)=[C:3]([NH:9][C:10](=[O:16])[O:11][C:12]([CH3:15])([CH3:14])[CH3:13])[CH:4]=1, predict the reactants needed to synthesize it. The reactants are: Br[C:2]1[CH:7]=[CH:6][C:5]([CH3:8])=[CH:4][C:3]=1[NH:9][C:10](=[O:16])[O:11][C:12]([CH3:15])([CH3:14])[CH3:13].[CH3:17][C:18]1([CH3:34])[C:22]([CH3:24])([CH3:23])[O:21][B:20]([B:20]2[O:21][C:22]([CH3:24])([CH3:23])[C:18]([CH3:34])([CH3:17])[O:19]2)[O:19]1.C([O-])(=O)C.[Na+]. (7) Given the product [CH3:31][C@@H:10]1[C@:9]([OH:32])([C:7]([CH2:6][OH:5])=[O:8])[C@:13]2([CH3:30])[C@H:12]([C@H:17]3[C@:16]([F:28])([C@@H:15]([OH:29])[CH2:14]2)[C@:26]2([CH3:27])[C:20](=[CH:21][C:22]([CH:24]=[CH:25]2)=[O:23])[CH2:19][CH2:18]3)[CH2:11]1, predict the reactants needed to synthesize it. The reactants are: CCC([O:5][CH2:6][C:7]([C@:9]1([O:32]C(CC)=O)[C@@:13]2([CH3:30])[CH2:14][C@H:15]([OH:29])[C@:16]3([F:28])[C@:26]4([CH3:27])[C:20](=[CH:21][C:22]([CH:24]=[CH:25]4)=[O:23])[CH2:19][CH2:18][C@H:17]3[C@@H:12]2[CH2:11][C@@H:10]1[CH3:31])=[O:8])=O. (8) Given the product [Br:1][C:2]1[CH:3]=[C:4]([C:8]([C:9]2[CH:14]=[CH:13][CH:12]=[C:11]([Br:15])[CH:10]=2)=[O:22])[CH:5]=[CH:6][CH:7]=1, predict the reactants needed to synthesize it. The reactants are: [Br:1][C:2]1[CH:3]=[C:4]([C:8](=NNC(N)=S)[C:9]2[CH:14]=[CH:13][CH:12]=[C:11]([Br:15])[CH:10]=2)[CH:5]=[CH:6][CH:7]=1.C[OH:22].NNC(N)=S. (9) Given the product [CH3:34][O:33][C:31](=[O:32])[CH2:30][NH:22][C:10]1[CH:11]=[CH:12][C:13]([O:15][C:16]2[CH:17]=[CH:18][CH:19]=[CH:20][CH:21]=2)=[CH:14][C:9]=1[O:8][CH2:1][C:2]1[CH:3]=[CH:4][CH:5]=[CH:6][CH:7]=1, predict the reactants needed to synthesize it. The reactants are: [CH2:1]([O:8][C:9]1[CH:14]=[C:13]([O:15][C:16]2[CH:21]=[CH:20][CH:19]=[CH:18][CH:17]=2)[CH:12]=[CH:11][C:10]=1[NH2:22])[C:2]1[CH:7]=[CH:6][CH:5]=[CH:4][CH:3]=1.C([O-])([O-])=O.[K+].[K+].Br[CH2:30][C:31]([O:33][CH3:34])=[O:32].O. (10) Given the product [CH:1]1([CH:7]([C:18]2[S:19][C:20]([C:24]3[CH:29]=[CH:28][CH:27]=[CH:26][CH:25]=3)=[CH:21][C:22]=2[CH3:23])[O:8][C:9]2[CH:17]=[CH:16][C:12]([C:13]([N:31]([CH3:30])[CH2:32][CH2:33][C:34]([OH:36])=[O:35])=[O:14])=[CH:11][CH:10]=2)[CH2:2][CH2:3][CH2:4][CH2:5][CH2:6]1, predict the reactants needed to synthesize it. The reactants are: [CH:1]1([CH:7]([C:18]2[S:19][C:20]([C:24]3[CH:29]=[CH:28][CH:27]=[CH:26][CH:25]=3)=[CH:21][C:22]=2[CH3:23])[O:8][C:9]2[CH:17]=[CH:16][C:12]([C:13](O)=[O:14])=[CH:11][CH:10]=2)[CH2:6][CH2:5][CH2:4][CH2:3][CH2:2]1.[CH3:30][NH:31][CH2:32][CH2:33][C:34]([O:36]CC)=[O:35].Cl.C(N=C=NCCCN(C)C)C.O.OC1C2N=NNC=2C=CC=1.